This data is from Peptide-MHC class I binding affinity with 185,985 pairs from IEDB/IMGT. The task is: Regression. Given a peptide amino acid sequence and an MHC pseudo amino acid sequence, predict their binding affinity value. This is MHC class I binding data. (1) The peptide sequence is KYQLKHIVW. The MHC is HLA-A32:01 with pseudo-sequence HLA-A32:01. The binding affinity (normalized) is 0.499. (2) The peptide sequence is VPAWLPLGI. The MHC is HLA-A02:01 with pseudo-sequence HLA-A02:01. The binding affinity (normalized) is 0.357. (3) The peptide sequence is TLNTLITLI. The MHC is HLA-A02:01 with pseudo-sequence HLA-A02:01. The binding affinity (normalized) is 0.637. (4) The peptide sequence is MMQTYTGAL. The MHC is BoLA-D18.4 with pseudo-sequence BoLA-D18.4. The binding affinity (normalized) is 0.0641. (5) The peptide sequence is KLMPICMDVR. The MHC is HLA-A68:01 with pseudo-sequence HLA-A68:01. The binding affinity (normalized) is 0.182.